Dataset: NCI-60 drug combinations with 297,098 pairs across 59 cell lines. Task: Regression. Given two drug SMILES strings and cell line genomic features, predict the synergy score measuring deviation from expected non-interaction effect. (1) Drug 1: CCC1(CC2CC(C3=C(CCN(C2)C1)C4=CC=CC=C4N3)(C5=C(C=C6C(=C5)C78CCN9C7C(C=CC9)(C(C(C8N6C)(C(=O)OC)O)OC(=O)C)CC)OC)C(=O)OC)O.OS(=O)(=O)O. Drug 2: CC(C)CN1C=NC2=C1C3=CC=CC=C3N=C2N. Cell line: SW-620. Synergy scores: CSS=5.76, Synergy_ZIP=-3.83, Synergy_Bliss=-5.32, Synergy_Loewe=1.92, Synergy_HSA=-1.25. (2) Drug 1: C1CN1C2=NC(=NC(=N2)N3CC3)N4CC4. Drug 2: CN(C(=O)NC(C=O)C(C(C(CO)O)O)O)N=O. Cell line: OVCAR-5. Synergy scores: CSS=16.7, Synergy_ZIP=-1.32, Synergy_Bliss=3.42, Synergy_Loewe=-23.6, Synergy_HSA=1.27. (3) Drug 1: CC1=C(C=C(C=C1)NC(=O)C2=CC=C(C=C2)CN3CCN(CC3)C)NC4=NC=CC(=N4)C5=CN=CC=C5. Drug 2: C1=NC(=NC(=O)N1C2C(C(C(O2)CO)O)O)N. Cell line: SK-MEL-28. Synergy scores: CSS=4.50, Synergy_ZIP=-0.364, Synergy_Bliss=4.46, Synergy_Loewe=-10.6, Synergy_HSA=-6.26. (4) Drug 1: CC1=C2C(C(=O)C3(C(CC4C(C3C(C(C2(C)C)(CC1OC(=O)C(C(C5=CC=CC=C5)NC(=O)C6=CC=CC=C6)O)O)OC(=O)C7=CC=CC=C7)(CO4)OC(=O)C)O)C)OC(=O)C. Drug 2: CC1=C(C(=O)C2=C(C1=O)N3CC4C(C3(C2COC(=O)N)OC)N4)N. Cell line: ACHN. Synergy scores: CSS=56.4, Synergy_ZIP=-1.32, Synergy_Bliss=1.01, Synergy_Loewe=-11.2, Synergy_HSA=3.73.